Dataset: Reaction yield outcomes from USPTO patents with 853,638 reactions. Task: Predict the reaction yield, written as a fraction of the theoretical maximum amount of product (1.0 means a 100% yield; for example, 0.34 means a 34% yield). (1) The reactants are [CH3:1][O:2][C:3]1[C:12]([NH:13][C:14](=[O:18])OCC)=[N:11][C:10]2[C:5](=[CH:6][C:7]([O:21][CH3:22])=[C:8]([O:19][CH3:20])[CH:9]=2)[N:4]=1.[Cl:23][C:24]1[CH:25]=[C:26]([N:30]2[CH2:35][CH2:34][NH:33][CH2:32][CH2:31]2)[CH:27]=[CH:28][CH:29]=1. No catalyst specified. The product is [CH3:1][O:2][C:3]1[C:12]([NH:13][C:14]([N:33]2[CH2:32][CH2:31][N:30]([C:26]3[CH:27]=[CH:28][CH:29]=[C:24]([Cl:23])[CH:25]=3)[CH2:35][CH2:34]2)=[O:18])=[N:11][C:10]2[C:5](=[CH:6][C:7]([O:21][CH3:22])=[C:8]([O:19][CH3:20])[CH:9]=2)[N:4]=1. The yield is 0.740. (2) The reactants are [CH3:1][C@@:2]12[C@H:11]3[CH2:12][CH:13]=[C:14]4[C@@H:19]5[CH2:20][C:21]([CH3:25])([CH3:24])[CH2:22][CH2:23][C@:18]5([C:26]([OH:28])=[O:27])[CH2:17][CH2:16][C@@:15]4([CH3:29])[C@:10]3([CH3:30])[CH2:9][CH2:8][C@H:7]1[C:6]([CH3:32])([CH3:31])[C@@H:5]([OH:33])[CH2:4][CH2:3]2.[C:34](=O)([O-])[O-].[K+].[K+].CI.O. The catalyst is CN(C=O)C. The product is [OH:33][C@H:5]1[CH2:4][CH2:3][C@@:2]2([CH3:1])[CH:7]([CH2:8][CH2:9][C@:10]3([CH3:30])[CH:11]2[CH2:12][CH:13]=[C:14]2[C@@:15]3([CH3:29])[CH2:16][CH2:17][C@:18]3([C:26]([O:28][CH3:34])=[O:27])[CH:19]2[CH2:20][C:21]([CH3:24])([CH3:25])[CH2:22][CH2:23]3)[C:6]1([CH3:32])[CH3:31]. The yield is 1.00.